Dataset: Catalyst prediction with 721,799 reactions and 888 catalyst types from USPTO. Task: Predict which catalyst facilitates the given reaction. (1) Reactant: C[O:2][C:3](=[O:27])[C:4]1[CH:9]=[CH:8][C:7]([C:10]2[C:15]([C:16]#[C:17][C:18]3[CH:19]=[N:20][C:21]([NH2:24])=[CH:22][CH:23]=3)=[C:14]([CH3:25])[N:13]=[CH:12][N:11]=2)=[CH:6][C:5]=1[Cl:26].[Li+].[OH-]. Product: [NH2:24][C:21]1[N:20]=[CH:19][C:18]([C:17]#[C:16][C:15]2[C:10]([C:7]3[CH:8]=[CH:9][C:4]([C:3]([OH:27])=[O:2])=[C:5]([Cl:26])[CH:6]=3)=[N:11][CH:12]=[N:13][C:14]=2[CH3:25])=[CH:23][CH:22]=1. The catalyst class is: 90. (2) Reactant: I[C:2]1[C:10]2[C:5](=[CH:6][CH:7]=[C:8]([N:11]([S:19]([C:22]3[CH:27]=[CH:26][CH:25]=[CH:24][C:23]=3[S:28]([CH3:31])(=[O:30])=[O:29])(=[O:21])=[O:20])C(OC(C)(C)C)=O)[CH:9]=2)[N:4](C(OC(C)(C)C)=O)[N:3]=1.[S:39]1[CH:43]=[CH:42][C:41](B(O)O)=[CH:40]1.C(=O)([O-])O.[Na+]. Product: [CH3:31][S:28]([C:23]1[CH:24]=[CH:25][CH:26]=[CH:27][C:22]=1[S:19]([NH:11][C:8]1[CH:9]=[C:10]2[C:5](=[CH:6][CH:7]=1)[NH:4][N:3]=[C:2]2[C:41]1[CH:42]=[CH:43][S:39][CH:40]=1)(=[O:21])=[O:20])(=[O:30])=[O:29]. The catalyst class is: 9.